This data is from Catalyst prediction with 721,799 reactions and 888 catalyst types from USPTO. The task is: Predict which catalyst facilitates the given reaction. (1) Reactant: [C:1]([NH:4][C@:5]1([C@@H:60]([CH2:62][CH3:63])[CH3:61])[CH2:9][CH2:8][N:7]([C@@H:10]([CH2:51][CH2:52]C2C=CC=CC=2)[C:11]([NH:13][C@@H:14]([CH2:42][C:43]2[CH:48]=[C:47]([F:49])[CH:46]=[C:45]([F:50])[CH:44]=2)[C@@H:15]([C@H:17]2[CH2:21][C@H:20]([O:22]C3C=CC=CN=3)[CH2:19][N:18]2C(C2C=CC=CC=2)C2C=CC=CC=2)[OH:16])=[O:12])[C:6]1=[O:59])(=[O:3])[CH3:2].C(N[C@]1([C@@H](CC)C)CCN([C@@H](CCC2C=CC=CC=2)C(N[C@@H](CC2C=C(F)C=C(F)C=2)[C@@H]([C@H]2C[C@@H](O[C:86]3[CH:87]=[N:88][CH:89]=[CH:90][CH:91]=3)CN2C(C2C=CC=CC=2)C2C=CC=CC=2)O)=O)C1=O)(=O)C.C(N[C@]1([C@@H](CC)C)CCN([C@@H](CC[C:142]2[CH:147]=[CH:146][CH:145]=[CH:144][CH:143]=2)C(O)=O)C1=O)(=O)C.CN(C(ON1N=NC2C=CC=NC1=2)=[N+](C)C)C.F[P-](F)(F)(F)(F)F.N[C@@H](CC1C=C(F)C=C(F)C=1)[C@@H]([C@H]1C[C@H](OC2C=CC=CN=2)CN1C(C1C=CC=CC=1)C1C=CC=CC=1)O.CN1CCOCC1. Product: [C:1]([NH:4][C@:5]1([C@@H:60]([CH2:62][CH3:63])[CH3:61])[CH2:9][CH2:8][N:7]([C@@H:10]([CH2:51][CH2:52][C:142]2[CH:147]=[CH:146][CH:145]=[CH:144][CH:143]=2)[C:11]([NH:13][C@@H:14]([CH2:42][C:43]2[CH:48]=[C:47]([F:49])[CH:46]=[C:45]([F:50])[CH:44]=2)[C@H:15]([OH:16])[C@H:17]2[CH2:21][C@@H:20]([O:22][C:86]3[CH:87]=[N:88][CH:89]=[CH:90][CH:91]=3)[CH2:19][NH:18]2)=[O:12])[C:6]1=[O:59])(=[O:3])[CH3:2]. The catalyst class is: 3. (2) Reactant: [CH3:1][C:2]1[C:10]([NH:11][C:12]2[C:17]([C:18]#[N:19])=[CH:16][N:15]=[C:14]3[S:20][C:21]([C:23]4[CH2:24][CH2:25][NH:26][CH2:27][CH:28]=4)=[CH:22][C:13]=23)=[CH:9][CH:8]=[C:7]2[C:3]=1[CH:4]=[CH:5][NH:6]2.C(N(CC)CC)C.[S:36](Cl)([CH3:39])(=[O:38])=[O:37]. Product: [CH3:1][C:2]1[C:10]([NH:11][C:12]2[C:17]([C:18]#[N:19])=[CH:16][N:15]=[C:14]3[S:20][C:21]([C:23]4[CH2:24][CH2:25][N:26]([S:36]([CH3:39])(=[O:38])=[O:37])[CH2:27][CH:28]=4)=[CH:22][C:13]=23)=[CH:9][CH:8]=[C:7]2[C:3]=1[CH:4]=[CH:5][NH:6]2. The catalyst class is: 3. (3) Reactant: [NH2:1][CH2:2][C:3]1[CH:28]=[CH:27][CH:26]=[CH:25][C:4]=1[CH2:5][O:6][C:7]1[CH:12]=[C:11]([CH3:13])[N:10]([CH2:14][C:15]2[CH:20]=[CH:19][CH:18]=[CH:17][C:16]=2[S:21][CH3:22])[C:9](=[O:23])[C:8]=1[Cl:24].C(N(CC)CC)C.[C:36]([C:40]1[CH:44]=[C:43]([NH:45][C:46](=O)[O:47]C2C=CC=CC=2)[N:42]([C:55]2[CH:60]=[CH:59][CH:58]=[C:57]([O:61][Si:62]([C:65]([CH3:68])([CH3:67])[CH3:66])([CH3:64])[CH3:63])[CH:56]=2)[N:41]=1)([CH3:39])([CH3:38])[CH3:37]. Product: [CH3:22][S:21][C:16]1[CH:17]=[CH:18][CH:19]=[CH:20][C:15]=1[CH2:14][N:10]1[C:11]([CH3:13])=[CH:12][C:7]([O:6][CH2:5][C:4]2[CH:25]=[CH:26][CH:27]=[CH:28][C:3]=2[CH2:2][NH:1][C:46]([NH:45][C:43]2[N:42]([C:55]3[CH:60]=[CH:59][CH:58]=[C:57]([O:61][Si:62]([C:65]([CH3:67])([CH3:66])[CH3:68])([CH3:63])[CH3:64])[CH:56]=3)[N:41]=[C:40]([C:36]([CH3:39])([CH3:38])[CH3:37])[CH:44]=2)=[O:47])=[C:8]([Cl:24])[C:9]1=[O:23]. The catalyst class is: 1. (4) Reactant: [C:1]([NH2:9])(=[O:8])[C:2]1[CH:7]=[CH:6][CH:5]=[N:4][CH:3]=1.[Cl:10][CH2:11][C:12]([C:14]1[CH:19]=[CH:18][C:17]([F:20])=[CH:16][CH:15]=1)=[O:13]. Product: [Cl-:10].[C:1]([C:2]1[CH:3]=[N+:4]([CH2:11][C:12]([C:14]2[CH:19]=[CH:18][C:17]([F:20])=[CH:16][CH:15]=2)=[O:13])[CH:5]=[CH:6][CH:7]=1)(=[O:8])[NH2:9]. The catalyst class is: 10.